Task: Predict the reactants needed to synthesize the given product.. Dataset: Full USPTO retrosynthesis dataset with 1.9M reactions from patents (1976-2016) Given the product [C:17]1([C@H:27]([NH:29][CH:2]2[CH2:7][CH2:6][CH2:5][CH:4]([NH:8][C:9]3[CH:16]=[CH:15][C:12]([C:13]#[N:14])=[CH:11][CH:10]=3)[CH2:3]2)[CH3:28])[C:26]2[C:21](=[CH:22][CH:23]=[CH:24][CH:25]=2)[CH:20]=[CH:19][CH:18]=1, predict the reactants needed to synthesize it. The reactants are: O=[C:2]1[CH2:7][CH2:6][CH2:5][CH:4]([NH:8][C:9]2[CH:16]=[CH:15][C:12]([C:13]#[N:14])=[CH:11][CH:10]=2)[CH2:3]1.[C:17]1([C@H:27]([NH2:29])[CH3:28])[C:26]2[C:21](=[CH:22][CH:23]=[CH:24][CH:25]=2)[CH:20]=[CH:19][CH:18]=1.